Dataset: Reaction yield outcomes from USPTO patents with 853,638 reactions. Task: Predict the reaction yield, written as a fraction of the theoretical maximum amount of product (1.0 means a 100% yield; for example, 0.34 means a 34% yield). (1) The reactants are [CH3:1][C:2]1[C:6]([CH2:7][N:8]2[CH:12]=[C:11]([N:13]3[C:17](=[O:18])[CH2:16][NH:15][C:14]3=[O:19])[CH:10]=[N:9]2)=[C:5]([CH3:20])[O:4][N:3]=1.[F:21][C:22]1[CH:23]=[C:24]([CH:28]=[CH:29][CH:30]=1)[CH2:25][CH2:26]Br. No catalyst specified. The product is [CH3:1][C:2]1[C:6]([CH2:7][N:8]2[CH:12]=[C:11]([N:13]3[C:17](=[O:18])[CH2:16][N:15]([CH2:26][CH2:25][C:24]4[CH:28]=[CH:29][CH:30]=[C:22]([F:21])[CH:23]=4)[C:14]3=[O:19])[CH:10]=[N:9]2)=[C:5]([CH3:20])[O:4][N:3]=1. The yield is 0.220. (2) The reactants are [CH2:1]([O:8][C:9]1[CH:14]=[CH:13][C:12]([OH:15])=[C:11]([N+:16]([O-:18])=[O:17])[CH:10]=1)[C:2]1[CH:7]=[CH:6][CH:5]=[CH:4][CH:3]=1.[C:19]([O-])([O-])=O.[K+].[K+].CI. The catalyst is CN(C=O)C.O. The product is [CH2:1]([O:8][C:9]1[CH:14]=[CH:13][C:12]([O:15][CH3:19])=[C:11]([N+:16]([O-:18])=[O:17])[CH:10]=1)[C:2]1[CH:3]=[CH:4][CH:5]=[CH:6][CH:7]=1. The yield is 0.990.